This data is from Full USPTO retrosynthesis dataset with 1.9M reactions from patents (1976-2016). The task is: Predict the reactants needed to synthesize the given product. (1) The reactants are: [CH3:1][O:2][CH2:3][CH2:4][N:5]1[CH2:10][CH2:9][CH2:8][C@H:7]([NH:11]C(=O)OC(C)(C)C)[C:6]1=[O:19].[ClH:20]. Given the product [ClH:20].[NH2:11][C@H:7]1[CH2:8][CH2:9][CH2:10][N:5]([CH2:4][CH2:3][O:2][CH3:1])[C:6]1=[O:19], predict the reactants needed to synthesize it. (2) Given the product [CH:7]1([NH:10][CH2:11][CH2:12][C:13]([NH:15][CH3:16])=[O:14])[CH2:6][CH2:9][CH2:8]1, predict the reactants needed to synthesize it. The reactants are: C1(N)CCC1.[CH3:6][CH:7]([NH:10][CH2:11][CH2:12][C:13]([NH:15][CH3:16])=[O:14])[CH2:8][CH3:9]. (3) Given the product [F:1][C:2]1[CH:7]=[CH:6][N:5]=[C:4]2[N:8]([CH2:11][CH2:12][CH2:13][O:14][CH3:15])[CH:9]=[C:10]([CH:28]=[O:29])[C:3]=12, predict the reactants needed to synthesize it. The reactants are: [F:1][C:2]1[CH:7]=[CH:6][N:5]=[C:4]2[N:8]([CH2:11][CH2:12][CH2:13][O:14][CH3:15])[CH:9]=[CH:10][C:3]=12.C1N2CN3CN(C2)CN1C3.FC(F)(F)[C:28](O)=[O:29].